This data is from Catalyst prediction with 721,799 reactions and 888 catalyst types from USPTO. The task is: Predict which catalyst facilitates the given reaction. (1) Reactant: CO[CH:3](OC)[CH2:4][N:5]([CH:15]1[CH2:20][CH2:19][N:18]([C:21]([O:23][C:24]([CH3:27])([CH3:26])[CH3:25])=[O:22])[CH2:17][CH2:16]1)[C:6]([NH:8][C:9]1[CH:14]=[CH:13][CH:12]=[CH:11][CH:10]=1)=[O:7].CS(O)(=O)=O.C(=O)([O-])[O-].[Na+].[Na+].C(=O)(O)[O-].[Na+].C(OC(OC(C)(C)C)=O)(OC(C)(C)C)=O. Product: [O:7]=[C:6]1[N:8]([C:9]2[CH:10]=[CH:11][CH:12]=[CH:13][CH:14]=2)[CH:3]=[CH:4][N:5]1[CH:15]1[CH2:16][CH2:17][N:18]([C:21]([O:23][C:24]([CH3:26])([CH3:25])[CH3:27])=[O:22])[CH2:19][CH2:20]1. The catalyst class is: 127. (2) Reactant: [NH2:1][C:2]1[CH:3]=[C:4]([CH:9]=[CH:10][C:11]=1[OH:12])[C:5]([O:7][CH3:8])=[O:6].Cl[C:14]1[C:19](Cl)=[N:18][CH:17]=[CH:16][N:15]=1. Product: [N:15]1[C:16]2[NH:1][C:2]3[CH:3]=[C:4]([C:5]([O:7][CH3:8])=[O:6])[CH:9]=[CH:10][C:11]=3[O:12][C:17]=2[N:18]=[CH:19][CH:14]=1. The catalyst class is: 9. (3) Reactant: [F:1][C:2]1[CH:7]=[CH:6][CH:5]=[C:4]([F:8])[C:3]=1[C:9]1[N:14]=[C:13]([CH3:15])[C:12]([CH:16]([CH2:21][CH2:22][CH3:23])[C:17]([O:19]C)=[O:18])=[C:11]([C:24]2[CH:29]=[CH:28][C:27]([CH3:30])=[CH:26][CH:25]=2)[N:10]=1.[OH-].[Na+]. Product: [F:1][C:2]1[CH:7]=[CH:6][CH:5]=[C:4]([F:8])[C:3]=1[C:9]1[N:14]=[C:13]([CH3:15])[C:12]([CH:16]([CH2:21][CH2:22][CH3:23])[C:17]([OH:19])=[O:18])=[C:11]([C:24]2[CH:29]=[CH:28][C:27]([CH3:30])=[CH:26][CH:25]=2)[N:10]=1. The catalyst class is: 5. (4) Reactant: [Br:1][C:2]1[C:10]([O:11][CH3:12])=[C:9]([N+:13]([O-:15])=[O:14])[CH:8]=[CH:7][C:3]=1[C:4](O)=[O:5].[CH3:16][N:17]1[C:21]([NH2:22])=[N:20][N:19]=[N:18]1.C(Cl)(=O)C(Cl)=O. Product: [Br:1][C:2]1[C:10]([O:11][CH3:12])=[C:9]([N+:13]([O-:15])=[O:14])[CH:8]=[CH:7][C:3]=1[C:4]([NH:22][C:21]1[N:17]([CH3:16])[N:18]=[N:19][N:20]=1)=[O:5]. The catalyst class is: 17. (5) Reactant: CS[C:3]1[CH:8]=[CH:7][CH:6]=[CH:5][C:4]=1[NH:9][C:10]1[N:15]2[N:16]=[CH:17][C:18]([C:19]([NH:21][S:22]([CH2:25][CH3:26])(=[O:24])=[O:23])=[O:20])=[C:14]2[N:13]=[CH:12][C:11]=1[C:27]([N:29]1[CH2:34][CH2:33][CH:32]([C:35]2[CH:40]=[CH:39][CH:38]=[CH:37][CH:36]=2)[CH2:31][CH2:30]1)=[O:28].OO[S:43]([O-:45])=[O:44].[K+].S([O-])([O-])(=O)=S.[Na+].[Na+].[C:54](#N)C. Product: [CH3:54][S:43]([C:3]1[CH:8]=[CH:7][CH:6]=[CH:5][C:4]=1[NH:9][C:10]1[N:15]2[N:16]=[CH:17][C:18]([C:19]([NH:21][S:22]([CH2:25][CH3:26])(=[O:23])=[O:24])=[O:20])=[C:14]2[N:13]=[CH:12][C:11]=1[C:27]([N:29]1[CH2:34][CH2:33][CH:32]([C:35]2[CH:40]=[CH:39][CH:38]=[CH:37][CH:36]=2)[CH2:31][CH2:30]1)=[O:28])(=[O:45])=[O:44]. The catalyst class is: 6. (6) Reactant: [NH2:1][CH2:2][C@@H:3]1[C@H:8]([CH3:9])[CH2:7][CH2:6][CH2:5][N:4]1[C:10]([C:12]1[CH:17]=[C:16]([CH3:18])[CH:15]=[CH:14][C:13]=1[N:19]1[CH:23]=[CH:22][CH:21]=[N:20]1)=[O:11].Cl[C:25]1[N:30]=[CH:29][C:28]([F:31])=[CH:27][N:26]=1.CCN(C(C)C)C(C)C. Product: [F:31][C:28]1[CH:27]=[N:26][C:25]([NH:1][CH2:2][C@@H:3]2[C@H:8]([CH3:9])[CH2:7][CH2:6][CH2:5][N:4]2[C:10]([C:12]2[CH:17]=[C:16]([CH3:18])[CH:15]=[CH:14][C:13]=2[N:19]2[CH:23]=[CH:22][CH:21]=[N:20]2)=[O:11])=[N:30][CH:29]=1. The catalyst class is: 23.